From a dataset of Catalyst prediction with 721,799 reactions and 888 catalyst types from USPTO. Predict which catalyst facilitates the given reaction. (1) Reactant: C([S:8][C:9]1[CH:10]=[C:11]2[C:16](=[CH:17][CH:18]=1)[N:15]([C:19]1[CH:24]=[CH:23][C:22]([Br:25])=[CH:21][C:20]=1[O:26][CH3:27])[C:14](=[O:28])[CH:13]=[CH:12]2)C1C=CC=CC=1.ClN1C(C)(C)C(=[O:37])N(Cl)C1=O.[F:40][C:41]1[C:46]([OH:47])=[C:45]([F:48])[C:44]([F:49])=[C:43]([F:50])[C:42]=1[F:51].C(N(CC)CC)C.[OH2:59]. Product: [Br:25][C:22]1[CH:23]=[CH:24][C:19]([N:15]2[C:16]3[C:11](=[CH:10][C:9]([S:8]([O:47][C:46]4[C:41]([F:40])=[C:42]([F:51])[C:43]([F:50])=[C:44]([F:49])[C:45]=4[F:48])(=[O:37])=[O:59])=[CH:18][CH:17]=3)[CH:12]=[CH:13][C:14]2=[O:28])=[C:20]([O:26][CH3:27])[CH:21]=1. The catalyst class is: 585. (2) Reactant: [Sn](Cl)(Cl)(Cl)Cl.[CH3:6][O:7][C:8]1[CH:12]=[CH:11][S:10][CH:9]=1.[CH3:13][O:14][C:15]1[CH:23]=[CH:22][C:18]([C:19](Cl)=[O:20])=[CH:17][CH:16]=1.Cl. Product: [CH3:13][O:14][C:15]1[CH:23]=[CH:22][C:18]([C:19]([C:9]2[S:10][CH:11]=[CH:12][C:8]=2[O:7][CH3:6])=[O:20])=[CH:17][CH:16]=1. The catalyst class is: 4. (3) Reactant: [Br:1][C:2]1[CH:11]=[CH:10][C:5]2[NH:6]C(=O)[S:8][C:4]=2[CH:3]=1.[OH-].[Na+].C(O)(=O)C. Product: [NH2:6][C:5]1[CH:10]=[CH:11][C:2]([Br:1])=[CH:3][C:4]=1[SH:8]. The catalyst class is: 6. (4) Reactant: C[O:2][C:3](=O)[CH:4]([C:26]1[CH:31]=[CH:30][CH:29]=[CH:28][CH:27]=1)[CH2:5][C:6]1[C:7]([NH:19][C:20]2[CH:25]=[CH:24][CH:23]=[CH:22][CH:21]=2)=[N:8][C:9]([NH:12][C:13]2[CH:18]=[CH:17][CH:16]=[CH:15][CH:14]=2)=[N:10][CH:11]=1.S(=O)(=O)(O)O. Product: [C:26]1([CH:4]2[C:3](=[O:2])[N:19]([C:20]3[CH:25]=[CH:24][CH:23]=[CH:22][CH:21]=3)[C:7]3[N:8]=[C:9]([NH:12][C:13]4[CH:18]=[CH:17][CH:16]=[CH:15][CH:14]=4)[N:10]=[CH:11][C:6]=3[CH2:5]2)[CH:31]=[CH:30][CH:29]=[CH:28][CH:27]=1. The catalyst class is: 342. (5) Reactant: O.O.O.O.[C:5]([O-:12])(=[O:11])[CH2:6][CH2:7][C:8]([O-:10])=[O:9].[Mg+2:13]. Product: [C:5]([O-:12])(=[O:11])[CH2:6][CH2:7][C:8]([O-:10])=[O:9].[Mg+2:13]. The catalyst class is: 6. (6) Product: [N:1]1[CH:6]=[CH:5][CH:4]=[CH:3][C:2]=1[NH:7][CH2:8][CH2:9][CH2:10][O:11][C:12]1[CH:13]=[CH:14][C:15]2[CH2:21][C@@H:20]([CH2:22][C:23]([OH:25])=[O:24])[C:19]3[CH:28]=[CH:29][CH:30]=[CH:31][C:18]=3[CH2:17][C:16]=2[CH:32]=1. The catalyst class is: 12. Reactant: [N:1]1[CH:6]=[CH:5][CH:4]=[CH:3][C:2]=1[NH:7][CH2:8][CH2:9][CH2:10][O:11][C:12]1[CH:13]=[CH:14][C:15]2[CH2:21][C@@H:20]([CH2:22][C:23]([O:25]CC)=[O:24])[C:19]3[CH:28]=[CH:29][CH:30]=[CH:31][C:18]=3[CH2:17][C:16]=2[CH:32]=1.[OH-].[Na+].Cl. (7) Reactant: Cl.[NH2:2][C:3](OCC)=[CH:4][C:5]([O:7][CH2:8][CH3:9])=[O:6].[NH:13]1[CH2:17][CH2:16][CH2:15][CH2:14]1.C(CC([O-])=O)(=N)N. Product: [CH2:8]([O:7][C:5](=[O:6])[CH2:4][C:3](=[NH:2])[N:13]1[CH2:17][CH2:16][CH2:15][CH2:14]1)[CH3:9]. The catalyst class is: 14. (8) Reactant: [C:1]1([C:7]#[C:8]/[CH:9]=[CH:10]/[CH2:11]O)[CH:6]=[CH:5][CH:4]=[CH:3][CH:2]=1.C(N(CC)CC)C.CS([Cl:24])(=O)=O. Product: [Cl:24][CH2:11]/[CH:10]=[CH:9]/[C:8]#[C:7][C:1]1[CH:6]=[CH:5][CH:4]=[CH:3][CH:2]=1. The catalyst class is: 4.